Dataset: KCNQ2 potassium channel screen with 302,405 compounds. Task: Binary Classification. Given a drug SMILES string, predict its activity (active/inactive) in a high-throughput screening assay against a specified biological target. The compound is O=C1C=2C(C(=C(NC2c2c1cccc2)C)C(=O)C)c1ccccc1. The result is 0 (inactive).